This data is from Cav3 T-type calcium channel HTS with 100,875 compounds. The task is: Binary Classification. Given a drug SMILES string, predict its activity (active/inactive) in a high-throughput screening assay against a specified biological target. The drug is S(=O)(=O)(Nc1c(N2CCOCC2)ccc(c1)c1nn(c(=O)c2c1cccc2)C)c1ccccc1. The result is 0 (inactive).